This data is from Forward reaction prediction with 1.9M reactions from USPTO patents (1976-2016). The task is: Predict the product of the given reaction. (1) Given the reactants [CH2:1]([N:8]([CH2:25][C:26]1[CH:31]=[CH:30][C:29]([O:32][C:33]2[CH:38]=[CH:37][CH:36]=[C:35](O)[CH:34]=2)=[CH:28][CH:27]=1)[C:9]1[C:10]([CH3:24])=[C:11]([N:15](S(C)(=O)=O)[S:16]([CH3:19])(=[O:18])=[O:17])[CH:12]=[CH:13][CH:14]=1)[C:2]1[CH:7]=[CH:6][CH:5]=[CH:4][CH:3]=1.[N:40]1[CH:45]=[CH:44][CH:43]=[C:42]([CH2:46][CH2:47][OH:48])[CH:41]=1.C1C=CC(P(C2C=CC=CC=2)C2C=CC=CC=2)=CC=1.C1C=CC(COC(/N=N/C(OCC2C=CC=CC=2)=O)=O)=CC=1.C([O-])([O-])=O.[K+].[K+], predict the reaction product. The product is: [CH2:1]([N:8]([CH2:25][C:26]1[CH:27]=[CH:28][C:29]([O:32][C:33]2[CH:38]=[CH:37][CH:36]=[C:35]([O:48][CH2:47][CH2:46][C:42]3[CH:41]=[N:40][CH:45]=[CH:44][CH:43]=3)[CH:34]=2)=[CH:30][CH:31]=1)[C:9]1[C:10]([CH3:24])=[C:11]([NH:15][S:16]([CH3:19])(=[O:18])=[O:17])[CH:12]=[CH:13][CH:14]=1)[C:2]1[CH:3]=[CH:4][CH:5]=[CH:6][CH:7]=1. (2) Given the reactants FC(F)(F)C(O)=O.[C:8]([NH:11][C@H:12]([C:15]1[CH:20]=[C:19]([CH3:21])[C:18]([Cl:22])=[CH:17][C:16]=1[CH:23]1[CH2:28][CH2:27][N:26]([C:29]([C@H:31]2[C@H:35]([C:36]3[CH:41]=[CH:40][C:39]([F:42])=[CH:38][C:37]=3[F:43])[CH2:34][CH:33]([N:44]3[CH2:52][C@H:51]([OH:53])[CH2:50][C@@H:45]3[C:46]([O:48][CH3:49])=[O:47])[CH2:32]2)=[O:30])[CH2:25][CH2:24]1)[CH2:13][CH3:14])(=[O:10])[CH3:9].C(N(CC)C(C)C)(C)C.[CH3:63][C:64]([Si:67](Cl)([CH3:69])[CH3:68])([CH3:66])[CH3:65], predict the reaction product. The product is: [C:8]([NH:11][C@H:12]([C:15]1[CH:20]=[C:19]([CH3:21])[C:18]([Cl:22])=[CH:17][C:16]=1[CH:23]1[CH2:28][CH2:27][N:26]([C:29]([C@H:31]2[C@H:35]([C:36]3[CH:41]=[CH:40][C:39]([F:42])=[CH:38][C:37]=3[F:43])[CH2:34][CH:33]([N:44]3[CH2:52][C@H:51]([O:53][Si:67]([C:64]([CH3:66])([CH3:65])[CH3:63])([CH3:69])[CH3:68])[CH2:50][C@@H:45]3[C:46]([O:48][CH3:49])=[O:47])[CH2:32]2)=[O:30])[CH2:25][CH2:24]1)[CH2:13][CH3:14])(=[O:10])[CH3:9]. (3) Given the reactants [O:1]1[CH:5]=[CH:4][C:3]([CH2:6][NH2:7])=[CH:2]1.[Cl:8][C:9]1[CH:10]=[C:11]([N:17]2[C:21]([CH3:22])=[C:20]([C:23](Cl)=[O:24])[C:19]([CH3:26])=[N:18]2)[CH:12]=[CH:13][C:14]=1[C:15]#[N:16], predict the reaction product. The product is: [Cl:8][C:9]1[CH:10]=[C:11]([N:17]2[C:21]([CH3:22])=[C:20]([C:23]([NH:7][CH2:6][C:3]3[CH:4]=[CH:5][O:1][CH:2]=3)=[O:24])[C:19]([CH3:26])=[N:18]2)[CH:12]=[CH:13][C:14]=1[C:15]#[N:16]. (4) Given the reactants [CH2:1]([O:8][C:9]1[CH:18]=[C:17]2[C:12]([C:13]([NH:22][CH2:23][CH2:24][CH2:25][CH2:26][NH:27][C:28](=[O:34])[O:29][C:30]([CH3:33])([CH3:32])[CH3:31])=[C:14]([N+:19]([O-])=O)[CH:15]=[N:16]2)=[CH:11][CH:10]=1)[C:2]1[CH:7]=[CH:6][CH:5]=[CH:4][CH:3]=1, predict the reaction product. The product is: [NH2:19][C:14]1[CH:15]=[N:16][C:17]2[C:12]([C:13]=1[NH:22][CH2:23][CH2:24][CH2:25][CH2:26][NH:27][C:28](=[O:34])[O:29][C:30]([CH3:33])([CH3:32])[CH3:31])=[CH:11][CH:10]=[C:9]([O:8][CH2:1][C:2]1[CH:3]=[CH:4][CH:5]=[CH:6][CH:7]=1)[CH:18]=2. (5) Given the reactants [F:1][C:2]1[CH:3]=[CH:4][C:5]([CH2:8]O)=[N:6][CH:7]=1.S(Cl)([Cl:12])=O, predict the reaction product. The product is: [Cl:12][CH2:8][C:5]1[CH:4]=[CH:3][C:2]([F:1])=[CH:7][N:6]=1.